Dataset: TCR-epitope binding with 47,182 pairs between 192 epitopes and 23,139 TCRs. Task: Binary Classification. Given a T-cell receptor sequence (or CDR3 region) and an epitope sequence, predict whether binding occurs between them. (1) The epitope is GLCTLVAML. The TCR CDR3 sequence is CASSSTGYEQYF. Result: 1 (the TCR binds to the epitope). (2) The epitope is KTSVDCTMYI. The TCR CDR3 sequence is CASSPGGLAGRTDTQYF. Result: 1 (the TCR binds to the epitope). (3) The epitope is DPFRLLQNSQVFS. The TCR CDR3 sequence is CATSDPPHEQFF. Result: 0 (the TCR does not bind to the epitope). (4) The epitope is GPGHKARVL. The TCR CDR3 sequence is CASSLEVGSDPLYNEQFF. Result: 0 (the TCR does not bind to the epitope).